Task: Predict the reactants needed to synthesize the given product.. Dataset: Full USPTO retrosynthesis dataset with 1.9M reactions from patents (1976-2016) Given the product [F:5][C:6]1([F:17])[C:15]2[C:4](=[CH:11][CH:12]=[C:13]([F:16])[CH:14]=2)[C:2](=[O:3])[CH2:1][CH2:7]1, predict the reactants needed to synthesize it. The reactants are: [CH3:1][C:2]([CH3:4])=[O:3].[F:5][C:6]1([F:17])[C:15]2C(=[CH:11][CH:12]=[C:13]([F:16])[CH:14]=2)CC[CH2:7]1.[Mn]([O-])(=O)(=O)=O.[K+].